From a dataset of Forward reaction prediction with 1.9M reactions from USPTO patents (1976-2016). Predict the product of the given reaction. (1) Given the reactants [F:1][C:2]1[CH:7]=[CH:6][C:5]([CH:8]2[O:12][C:11](=[O:13])[NH:10][CH:9]2[CH2:14][C:15]2[CH:20]=[CH:19][C:18]([C:21]([F:24])([F:23])[F:22])=[CH:17][CH:16]=2)=[CH:4][CH:3]=1.[H-].[Na+].[C:27]1([CH2:37]Cl)[C:36]2[C:31](=[CH:32][CH:33]=[CH:34][CH:35]=2)[CH:30]=[CH:29][CH:28]=1, predict the reaction product. The product is: [F:1][C:2]1[CH:7]=[CH:6][C:5]([CH:8]2[O:12][C:11](=[O:13])[N:10]([CH2:37][C:27]3[C:36]4[C:31](=[CH:32][CH:33]=[CH:34][CH:35]=4)[CH:30]=[CH:29][CH:28]=3)[CH:9]2[CH2:14][C:15]2[CH:20]=[CH:19][C:18]([C:21]([F:22])([F:24])[F:23])=[CH:17][CH:16]=2)=[CH:4][CH:3]=1. (2) Given the reactants [CH2:1]([O:8][C:9]([N:11]1[CH2:16][CH2:15][CH:14]([C:17](=O)[NH:18][C:19]2[CH:24]=[CH:23][CH:22]=[C:21]([C:25]([O:27][CH3:28])=[O:26])[C:20]=2[OH:29])[CH2:13][CH2:12]1)=[O:10])[C:2]1[CH:7]=[CH:6][CH:5]=[CH:4][CH:3]=1.C(=O)(O)[O-].[Na+], predict the reaction product. The product is: [CH2:1]([O:8][C:9]([N:11]1[CH2:16][CH2:15][CH:14]([C:17]2[O:29][C:20]3[C:21]([C:25]([O:27][CH3:28])=[O:26])=[CH:22][CH:23]=[CH:24][C:19]=3[N:18]=2)[CH2:13][CH2:12]1)=[O:10])[C:2]1[CH:7]=[CH:6][CH:5]=[CH:4][CH:3]=1.